From a dataset of Catalyst prediction with 721,799 reactions and 888 catalyst types from USPTO. Predict which catalyst facilitates the given reaction. (1) Reactant: [CH3:1][O:2][CH2:3][CH2:4][CH2:5][C:6]1[CH:11]=[CH:10][CH:9]=[C:8]([CH3:12])[C:7]=1[C:13]1[CH:18]=[CH:17][C:16]([C@H:19]2[C@H:24]([C:25]3[CH:26]=[N:27][CH:28]=[CH:29][CH:30]=3)[CH2:23][CH2:22][N:21](C(OC(C)(C)C)=O)[CH2:20]2)=[C:15]([CH3:38])[CH:14]=1.C(Cl)Cl. Product: [CH3:1][O:2][CH2:3][CH2:4][CH2:5][C:6]1[CH:11]=[CH:10][CH:9]=[C:8]([CH3:12])[C:7]=1[C:13]1[CH:18]=[CH:17][C:16]([C@H:19]2[C@H:24]([C:25]3[CH:26]=[N:27][CH:28]=[CH:29][CH:30]=3)[CH2:23][CH2:22][NH:21][CH2:20]2)=[C:15]([CH3:38])[CH:14]=1. The catalyst class is: 5. (2) Reactant: [CH3:1][O:2][CH2:3][CH2:4][O:5][C:6]1[CH:11]=[CH:10][CH:9]=[CH:8][C:7]=1[C:12]1[NH:17][C:16](=S)[NH:15][C:14](=[O:19])[CH:13]=1.N. Product: [CH3:1][O:2][CH2:3][CH2:4][O:5][C:6]1[CH:11]=[CH:10][CH:9]=[CH:8][C:7]=1[C:12]1[N:17]=[CH:16][NH:15][C:14](=[O:19])[CH:13]=1. The catalyst class is: 319. (3) Reactant: [F:1][C:2]1[CH:7]=[CH:6][C:5]([OH:8])=[CH:4][C:3]=1[N:9]1[CH2:14][CH2:13][CH:12]([O:15][C:16]2[CH:21]=[CH:20][C:19]([N:22]3[C@@H:26]([CH2:27][C:28]([O:30]CC)=[O:29])[C@H:25]([CH3:33])[C:24]([C:34]([F:37])([F:36])[F:35])=[N:23]3)=[CH:18][CH:17]=2)[CH2:11][CH2:10]1.C(Cl)(=O)C.Cl.FC1C=CC(OC)=CC=1N1CCC(OC2C=CC(N3[C@@H](CC(O)=O)[C@H](C)C(C(F)(F)F)=N3)=CC=2)CC1.B(Br)(Br)Br. Product: [F:1][C:2]1[CH:7]=[CH:6][C:5]([OH:8])=[CH:4][C:3]=1[N:9]1[CH2:14][CH2:13][CH:12]([O:15][C:16]2[CH:17]=[CH:18][C:19]([N:22]3[C@@H:26]([CH2:27][C:28]([OH:30])=[O:29])[C@H:25]([CH3:33])[C:24]([C:34]([F:35])([F:36])[F:37])=[N:23]3)=[CH:20][CH:21]=2)[CH2:11][CH2:10]1. The catalyst class is: 14.